Dataset: Peptide-MHC class I binding affinity with 185,985 pairs from IEDB/IMGT. Task: Regression. Given a peptide amino acid sequence and an MHC pseudo amino acid sequence, predict their binding affinity value. This is MHC class I binding data. (1) The peptide sequence is TPLALMDLL. The MHC is HLA-A32:01 with pseudo-sequence HLA-A32:01. The binding affinity (normalized) is 0.180. (2) The peptide sequence is LLFDSNEPI. The MHC is HLA-A02:12 with pseudo-sequence HLA-A02:12. The binding affinity (normalized) is 1.00. (3) The peptide sequence is RRDYRRGL. The MHC is Mamu-B17 with pseudo-sequence Mamu-B17. The binding affinity (normalized) is 0. (4) The peptide sequence is RVYVAQKRK. The MHC is HLA-B40:01 with pseudo-sequence HLA-B40:01. The binding affinity (normalized) is 0.0847. (5) The peptide sequence is VLDMFRTAF. The MHC is H-2-Db with pseudo-sequence H-2-Db. The binding affinity (normalized) is 0.